This data is from Forward reaction prediction with 1.9M reactions from USPTO patents (1976-2016). The task is: Predict the product of the given reaction. (1) Given the reactants [CH3:1][C:2]([C:5]1[NH:9][C:8]2[CH:10]=[CH:11][CH:12]=[CH:13][C:14](=[O:15])[C:7]=2[N:6]=1)([CH3:4])[CH3:3], predict the reaction product. The product is: [CH3:4][C:2]([C:5]1[NH:9][C:8]2[CH2:10][CH2:11][CH2:12][CH2:13][C:14](=[O:15])[C:7]=2[N:6]=1)([CH3:1])[CH3:3]. (2) Given the reactants [CH3:1][O:2][CH2:3][CH2:4][C@@H:5]1[CH2:10][CH2:9][CH2:8][N:7](C(OC(C)(C)C)=O)[CH2:6]1.[ClH:18].C(OCC)(=O)C, predict the reaction product. The product is: [ClH:18].[CH3:1][O:2][CH2:3][CH2:4][C@@H:5]1[CH2:10][CH2:9][CH2:8][NH:7][CH2:6]1. (3) The product is: [CH3:22][C:15]1[CH:14]=[C:13]([CH2:7][C:6]([OH:23])=[O:5])[CH:18]=[CH:17][C:16]=1[N+:19]([O-:21])=[O:20]. Given the reactants [OH-].[K+].C([O:5][C:6](=[O:23])[CH:7]([C:13]1[CH:18]=[CH:17][C:16]([N+:19]([O-:21])=[O:20])=[C:15]([CH3:22])[CH:14]=1)C(OCC)=O)C, predict the reaction product. (4) Given the reactants [N+]([O-])([O:3][CH:4]([C:6]1[C:19]2[C:14](=[CH:15][CH:16]=[C:17]([Br:20])[CH:18]=2)[C:8]2([CH2:13][CH2:12][O:11][CH2:10][CH2:9]2)[CH:7]=1)[CH3:5])=O.CC([O-])=O.[Na+], predict the reaction product. The product is: [Br:20][C:17]1[CH:18]=[C:19]2[C:14](=[CH:15][CH:16]=1)[C:8]1([CH2:9][CH2:10][O:11][CH2:12][CH2:13]1)[CH:7]=[C:6]2[C:4](=[O:3])[CH3:5].